This data is from Full USPTO retrosynthesis dataset with 1.9M reactions from patents (1976-2016). The task is: Predict the reactants needed to synthesize the given product. (1) The reactants are: C1(S([N:10]2[C:14]3[S:15][C:16](Br)=[C:17]([C:18]4[CH:23]=[CH:22][CH:21]=[CH:20][CH:19]=4)[C:13]=3[C:12]([N:25]3[CH:30]4[CH2:31][CH2:32][CH:26]3[CH2:27][C:28](=O)[CH2:29]4)=[N:11]2)(=O)=O)C=CC=CC=1.[CH:34]1([NH2:38])[CH2:37][CH2:36][CH2:35]1.C([Sn](Cl)(Cl)CCCC)CCC.C1([SiH3])C=CC=CC=1.C1COCC1.[OH-].[Na+]. Given the product [CH:34]1([NH:38][CH:28]2[CH2:27][CH:26]3[N:25]([C:12]4[C:13]5[C:17]([C:18]6[CH:19]=[CH:20][CH:21]=[CH:22][CH:23]=6)=[CH:16][S:15][C:14]=5[NH:10][N:11]=4)[CH:30]([CH2:31][CH2:32]3)[CH2:29]2)[CH2:37][CH2:36][CH2:35]1, predict the reactants needed to synthesize it. (2) Given the product [Br:12][C:9]1[CH:10]=[C:11]2[C:6](=[CH:7][CH:8]=1)[N:5]([C:13](=[O:15])[CH3:14])[C@@H:4]([CH:16]1[CH2:18][CH2:17]1)[C@H:3]([CH3:19])[C@H:2]2[NH:1][C:21]1[N:26]=[CH:25][CH:24]=[CH:23][N:22]=1, predict the reactants needed to synthesize it. The reactants are: [NH2:1][C@H:2]1[C:11]2[C:6](=[CH:7][CH:8]=[C:9]([Br:12])[CH:10]=2)[N:5]([C:13](=[O:15])[CH3:14])[C@@H:4]([CH:16]2[CH2:18][CH2:17]2)[C@@H:3]1[CH3:19].F[C:21]1[N:26]=[CH:25][CH:24]=[CH:23][N:22]=1.CCN(C(C)C)C(C)C. (3) Given the product [CH2:12]([O:15][C:16]([C:19]1[CH:23]=[C:22]([NH:24][C:4]2[C:5]3[CH2:10][CH2:9][CH2:8][C:6]=3[N:7]=[C:2]([Cl:1])[N:3]=2)[NH:21][N:20]=1)([CH3:18])[CH3:17])[CH:13]=[CH2:14], predict the reactants needed to synthesize it. The reactants are: [Cl:1][C:2]1[N:3]=[C:4](Cl)[C:5]2[CH2:10][CH2:9][CH2:8][C:6]=2[N:7]=1.[CH2:12]([O:15][C:16]([C:19]1[CH:23]=[C:22]([NH2:24])[NH:21][N:20]=1)([CH3:18])[CH3:17])[CH:13]=[CH2:14].CCN(C(C)C)C(C)C. (4) Given the product [CH:1]1([CH2:4][O:5][C:6]2[C:7]([C:16]3[C:25]4[CH2:24][CH2:23][CH2:22][CH2:21][C:20]=4[C:19](=[O:26])[N:18]([CH3:27])[CH:17]=3)=[N:8][C:9]([NH:33][S:30]([CH2:28][CH3:29])(=[O:32])=[O:31])=[N:10][CH:11]=2)[CH2:3][CH2:2]1, predict the reactants needed to synthesize it. The reactants are: [CH:1]1([CH2:4][O:5][C:6]2[C:7]([C:16]3[C:25]4[CH2:24][CH2:23][CH2:22][CH2:21][C:20]=4[C:19](=[O:26])[N:18]([CH3:27])[CH:17]=3)=[N:8][C:9](S(C)(=O)=O)=[N:10][CH:11]=2)[CH2:3][CH2:2]1.[CH2:28]([S:30]([NH2:33])(=[O:32])=[O:31])[CH3:29]. (5) Given the product [Cl:5][C:6]1[CH:11]=[C:10]([OH:12])[C:9]([Cl:14])=[CH:8][C:7]=1[CH2:15][C:16]([O:18][CH3:19])=[O:17], predict the reactants needed to synthesize it. The reactants are: B(Br)(Br)Br.[Cl:5][C:6]1[CH:11]=[C:10]([O:12]C)[C:9]([Cl:14])=[CH:8][C:7]=1[CH2:15][C:16]([OH:18])=[O:17].[CH3:19]O. (6) Given the product [Cl:25][C:26]1[C:30]([Cl:31])=[C:29]([CH3:32])[NH:28][C:27]=1[C:33]([NH:35][C@H:36]1[CH2:41][CH2:40][N:39]([C:42]2[CH:50]=[C:49]([C:45]([C:46]([NH:74][C:65]([CH3:67])([C:68]3[CH:73]=[CH:72][CH:71]=[CH:70][CH:69]=3)[CH3:66])=[O:48])=[CH:44][N:43]=2)[C:51]([O:53][CH2:54][CH3:55])=[O:52])[CH2:38][C@H:37]1[O:56][CH3:57])=[O:34], predict the reactants needed to synthesize it. The reactants are: CN(C(ON1N=NC2C=CC=NC1=2)=[N+](C)C)C.F[P-](F)(F)(F)(F)F.[Cl:25][C:26]1[C:30]([Cl:31])=[C:29]([CH3:32])[NH:28][C:27]=1[C:33]([NH:35][C@H:36]1[CH2:41][CH2:40][N:39]([C:42]2[CH:50]=[C:49]([C:51]([O:53][CH2:54][CH3:55])=[O:52])[C:45]([C:46]([OH:48])=O)=[CH:44][N:43]=2)[CH2:38][C@H:37]1[O:56][CH3:57])=[O:34].CCN(CC)CC.[C:65]([NH2:74])([C:68]1[CH:73]=[CH:72][CH:71]=[CH:70][CH:69]=1)([CH3:67])[CH3:66]. (7) Given the product [CH3:1][N:2]1[C:7]2[CH:8]=[CH:9][CH:10]=[CH:11][C:6]=2[O:5][CH2:4][CH2:3]1, predict the reactants needed to synthesize it. The reactants are: [CH3:1][N:2]1[C:7]2[CH:8]=[CH:9][CH:10]=[CH:11][C:6]=2[O:5][CH2:4][C:3]1=O. (8) Given the product [CH2:21]([S:23]([C:26]1[CH:27]=[CH:28][C:29]2[O:33][C:32]([SH:16])=[N:31][C:30]=2[CH:40]=1)(=[O:25])=[O:24])[CH3:22], predict the reactants needed to synthesize it. The reactants are: C1(OC2C=CC([S:16](C)(=O)=O)=CC=2C(O)=O)CCCC1.Cl.[CH2:21]([S:23]([C:26]1[CH:27]=[CH:28][C:29]2[O:33][C:32](N3CCNCC3)=[N:31][C:30]=2[CH:40]=1)(=[O:25])=[O:24])[CH3:22]. (9) Given the product [C:1]([NH:9][C:10]1[C:11]2[N:12]=[CH:13][N:14]([C:23]=2[N:24]=[CH:25][N:26]=1)[C@@H:15]1[O:22][C@H:19]([CH2:20][O:21][C:44]([O:43][CH2:42][CH:41]([C:39]2[CH:40]=[C:35]([C:27](=[O:34])[C:28]3[CH:29]=[CH:30][CH:31]=[CH:32][CH:33]=3)[CH:36]=[CH:37][C:38]=2[N+:48]([O-:50])=[O:49])[CH3:47])=[O:45])[C@@H:17]([OH:18])[CH2:16]1)(=[O:8])[C:2]1[CH:3]=[CH:4][CH:5]=[CH:6][CH:7]=1, predict the reactants needed to synthesize it. The reactants are: [C:1]([NH:9][C:10]1[C:11]2[N:12]=[CH:13][N:14]([C:23]=2[N:24]=[CH:25][N:26]=1)[C@@H:15]1[O:22][C@H:19]([CH2:20][OH:21])[C@@H:17]([OH:18])[CH2:16]1)(=[O:8])[C:2]1[CH:7]=[CH:6][CH:5]=[CH:4][CH:3]=1.[C:27]([C:35]1[CH:36]=[CH:37][C:38]([N+:48]([O-:50])=[O:49])=[C:39]([CH:41]([CH3:47])[CH2:42][O:43][C:44](Cl)=[O:45])[CH:40]=1)(=[O:34])[C:28]1[CH:33]=[CH:32][CH:31]=[CH:30][CH:29]=1.C(Cl)Cl. (10) Given the product [Cl:26][C:25]1[CH:24]=[CH:23][C:19]([C:20]([N:29]([CH3:30])[CH3:28])=[O:21])=[CH:18][C:17]=1[S:14]([N:11]1[CH2:10][CH2:9][N:8]([C:6]([O:5][C:1]([CH3:3])([CH3:4])[CH3:2])=[O:7])[CH2:13][CH2:12]1)(=[O:15])=[O:16], predict the reactants needed to synthesize it. The reactants are: [C:1]([O:5][C:6]([N:8]1[CH2:13][CH2:12][N:11]([S:14]([C:17]2[CH:18]=[C:19]([CH:23]=[CH:24][C:25]=2[Cl:26])[C:20](O)=[O:21])(=[O:16])=[O:15])[CH2:10][CH2:9]1)=[O:7])([CH3:4])([CH3:3])[CH3:2].[Cl-].[CH3:28][NH2+:29][CH3:30].Cl.CN(C)CCCN=C=NCC.C1C=CC2N(O)N=NC=2C=1.CCN(CC)CC.